Predict the reaction yield, written as a fraction of the theoretical maximum amount of product (1.0 means a 100% yield; for example, 0.34 means a 34% yield). From a dataset of Reaction yield outcomes from USPTO patents with 853,638 reactions. (1) The yield is 0.270. The catalyst is [Br-].C([N+](CCCC)(CCCC)CCCC)CCC.CN(C=O)C.C(OCC)(=O)C. The product is [CH2:15]([NH:20][C:21]([C:23]1[N:24]=[N:25][C:26]([NH:30][CH:10]2[CH2:11][CH2:12][N:7]([CH2:6][C:5]3[CH:13]=[CH:14][CH:2]=[CH:3][CH:4]=3)[CH2:8][CH2:9]2)=[CH:27][CH:28]=1)=[O:22])[CH2:16][CH2:17][CH2:18][CH3:19]. The reactants are N[C:2]1[CH:14]=[CH:13][C:5]([CH2:6][N:7]2[CH2:12][CH2:11][CH2:10][CH2:9][CH2:8]2)=[CH:4][CH:3]=1.[CH2:15]([NH:20][C:21]([C:23]1[N:24]=[N:25][C:26](Cl)=[CH:27][CH:28]=1)=[O:22])[CH2:16][CH2:17][CH2:18][CH3:19].[N:30]12CCCN=C1CCCCC2. (2) The reactants are [N:1]1([CH2:7][C:8]2[CH:13]=[CH:12][C:11]([NH:14][C:15](=[S:37])[NH:16][NH:17][C:18](=O)[C:19]3[CH:24]=[C:23]([CH:25]([CH3:27])[CH3:26])[C:22]([O:28][CH2:29][O:30][CH3:31])=[CH:21][C:20]=3[O:32][CH2:33][O:34][CH3:35])=[CH:10][CH:9]=2)[CH2:6][CH2:5][O:4][CH2:3][CH2:2]1. The catalyst is [OH-].[Na+]. The product is [CH:25]([C:23]1[C:22]([O:28][CH2:29][O:30][CH3:31])=[CH:21][C:20]([O:32][CH2:33][O:34][CH3:35])=[C:19]([C:18]2[N:14]([C:11]3[CH:12]=[CH:13][C:8]([CH2:7][N:1]4[CH2:6][CH2:5][O:4][CH2:3][CH2:2]4)=[CH:9][CH:10]=3)[C:15](=[S:37])[NH:16][N:17]=2)[CH:24]=1)([CH3:27])[CH3:26]. The yield is 0.416.